Dataset: Reaction yield outcomes from USPTO patents with 853,638 reactions. Task: Predict the reaction yield, written as a fraction of the theoretical maximum amount of product (1.0 means a 100% yield; for example, 0.34 means a 34% yield). (1) The reactants are [C:1]1([CH2:7][N:8]2[C:20]3[CH2:19][CH2:18][CH2:17][C:16](=[O:21])[C:15]=3[C:14]3[C:9]2=[CH:10][CH:11]=[CH:12][C:13]=3[C:22]([O:24][CH3:25])=[O:23])[CH:6]=[CH:5][CH:4]=[CH:3][CH:2]=1.[H-].[Na+].C1(S(OC)=O)C=CC=CC=1. The catalyst is O1CCOCC1.C(O)(=O)C.C(OCC)(=O)C. The product is [C:1]1([CH2:7][N:8]2[C:20]3[CH:19]=[CH:18][CH:17]=[C:16]([OH:21])[C:15]=3[C:14]3[C:9]2=[CH:10][CH:11]=[CH:12][C:13]=3[C:22]([O:24][CH3:25])=[O:23])[CH:6]=[CH:5][CH:4]=[CH:3][CH:2]=1. The yield is 0.810. (2) The reactants are [F:1][C:2]1[CH:3]=[CH:4][C:5]([SH:11])=[C:6]([CH:10]=1)[C:7]([OH:9])=[O:8].SC1C=CC=CC=1C(O)=O.Cl[C:23]1[CH:31]=[C:30]([S:32]([CH3:35])(=[O:34])=[O:33])[CH:29]=[CH:28][C:24]=1[C:25]([OH:27])=[O:26]. No catalyst specified. The product is [C:7]([C:6]1[CH:10]=[C:2]([F:1])[CH:3]=[CH:4][C:5]=1[S:11][C:23]1[CH:31]=[C:30]([S:32]([CH3:35])(=[O:33])=[O:34])[CH:29]=[CH:28][C:24]=1[C:25]([OH:27])=[O:26])([OH:9])=[O:8]. The yield is 0.850. (3) The reactants are [Cl:1][C:2]1[CH:27]=[N:26][C:5]2[N:6]=[C:7]([N:13]3[CH2:16][CH:15]([N:17](C)[C:18](=O)OC(C)(C)C)[CH2:14]3)[C:8]3[N:9]([CH:10]=[N:11][N:12]=3)[C:4]=2[C:3]=1[Cl:28].C(O)(C(F)(F)F)=O. The catalyst is C(Cl)Cl. The product is [Cl:1][C:2]1[CH:27]=[N:26][C:5]2[N:6]=[C:7]([N:13]3[CH2:16][CH:15]([NH:17][CH3:18])[CH2:14]3)[C:8]3[N:9]([CH:10]=[N:11][N:12]=3)[C:4]=2[C:3]=1[Cl:28]. The yield is 0.0300. (4) The reactants are [N+:1]([C:4]1[CH:5]=[C:6]([CH:11]=[CH:12][CH:13]=1)[C:7](=[N:9][OH:10])[NH2:8])([O-:3])=[O:2].[C:14](OC)(=O)[CH2:15][C:16]([CH3:18])=[O:17]. The product is [O:17]=[C:16]([CH3:18])[CH2:15][C:14]1[O:10][N:9]=[C:7]([C:6]2[CH:11]=[CH:12][CH:13]=[C:4]([N+:1]([O-:3])=[O:2])[CH:5]=2)[N:8]=1. The yield is 0.840. The catalyst is C1(C)C=CC=CC=1. (5) The reactants are C([O:5][C:6]([CH:8]1[CH:12]([C:13]2[CH:18]=[CH:17][CH:16]=[C:15]([Cl:19])[C:14]=2[F:20])[C:11]([C:23]2[CH:28]=[CH:27][C:26]([Cl:29])=[CH:25][CH:24]=2)([C:21]#[N:22])[CH:10]([CH2:30][CH:31]2[CH2:36][CH2:35][CH2:34][CH2:33][CH2:32]2)[NH:9]1)=[O:7])(C)(C)C.[F:37][C:38]([F:43])([F:42])[C:39]([OH:41])=[O:40]. The catalyst is ClCCl. The product is [F:37][C:38]([F:43])([F:42])[C:39]([OH:41])=[O:40].[Cl:19][C:15]1[C:14]([F:20])=[C:13]([CH:12]2[C:11]([C:23]3[CH:28]=[CH:27][C:26]([Cl:29])=[CH:25][CH:24]=3)([C:21]#[N:22])[CH:10]([CH2:30][CH:31]3[CH2:36][CH2:35][CH2:34][CH2:33][CH2:32]3)[NH:9][CH:8]2[C:6]([OH:7])=[O:5])[CH:18]=[CH:17][CH:16]=1. The yield is 1.00. (6) The reactants are C(OC([N:8]([CH2:39][C:40]1[CH:45]=[CH:44][C:43]([O:46][CH3:47])=[C:42]([O:48][CH3:49])[CH:41]=1)[CH2:9][C:10]([O:12][C@H:13]([C:24]1[CH:29]=[CH:28][C:27]([O:30][CH:31]([F:33])[F:32])=[C:26]([O:34][CH2:35][CH:36]2[CH2:38][CH2:37]2)[CH:25]=1)[CH2:14][C:15]1[C:20]([Cl:21])=[CH:19][N+:18]([O-:22])=[CH:17][C:16]=1[Cl:23])=[O:11])=O)(C)(C)C.O1CCOCC1. The catalyst is C(Cl)Cl.Cl. The product is [ClH:21].[Cl:21][C:20]1[CH:19]=[N+:18]([O-:22])[CH:17]=[C:16]([Cl:23])[C:15]=1[CH2:14][C@@H:13]([C:24]1[CH:29]=[CH:28][C:27]([O:30][CH:31]([F:33])[F:32])=[C:26]([O:34][CH2:35][CH:36]2[CH2:37][CH2:38]2)[CH:25]=1)[O:12][C:10](=[O:11])[CH2:9][NH:8][CH2:39][C:40]1[CH:45]=[CH:44][C:43]([O:46][CH3:47])=[C:42]([O:48][CH3:49])[CH:41]=1. The yield is 0.790.